Dataset: Reaction yield outcomes from USPTO patents with 853,638 reactions. Task: Predict the reaction yield, written as a fraction of the theoretical maximum amount of product (1.0 means a 100% yield; for example, 0.34 means a 34% yield). The reactants are Br[C:2]1[CH:7]=[CH:6][C:5]([Br:8])=[CH:4][N:3]=1.[NH:9]1[CH2:12][CH2:11][C:10]1=[O:13].C([O-])([O-])=O.[Cs+].[Cs+]. The catalyst is C1(C)C=CC=CC=1.C1C=CC(/C=C/C(/C=C/C2C=CC=CC=2)=O)=CC=1.C1C=CC(/C=C/C(/C=C/C2C=CC=CC=2)=O)=CC=1.C1C=CC(/C=C/C(/C=C/C2C=CC=CC=2)=O)=CC=1.[Pd].[Pd].CC1(C)C2C(=C(P(C3C=CC=CC=3)C3C=CC=CC=3)C=CC=2)OC2C(P(C3C=CC=CC=3)C3C=CC=CC=3)=CC=CC1=2. The product is [Br:8][C:5]1[CH:6]=[CH:7][C:2]([N:9]2[CH2:12][CH2:11][C:10]2=[O:13])=[N:3][CH:4]=1. The yield is 0.590.